From a dataset of CYP2C19 inhibition data for predicting drug metabolism from PubChem BioAssay. Regression/Classification. Given a drug SMILES string, predict its absorption, distribution, metabolism, or excretion properties. Task type varies by dataset: regression for continuous measurements (e.g., permeability, clearance, half-life) or binary classification for categorical outcomes (e.g., BBB penetration, CYP inhibition). Dataset: cyp2c19_veith. (1) The compound is CCCC(O)(CCC)C(=O)NN(C(=O)Nc1csc2c1CCCC2)c1ccccc1. The result is 1 (inhibitor). (2) The drug is CO[C@H]1COC(=O)[C@H]2CCCN2C(=O)[C@@H](C)COC(=O)C/C=C\[C@@H]1C. The result is 0 (non-inhibitor).